Dataset: Reaction yield outcomes from USPTO patents with 853,638 reactions. Task: Predict the reaction yield, written as a fraction of the theoretical maximum amount of product (1.0 means a 100% yield; for example, 0.34 means a 34% yield). (1) The reactants are [C:1]([O:5][C:6](=[O:30])[NH:7][C:8]1[CH:13]=[CH:12][C:11]([C:14]2[N:15]([CH:26]3[CH2:29][CH2:28][CH2:27]3)[C:16]3[C:21]([C:22]=2[C:23]#[N:24])=[CH:20][CH:19]=[C:18](Br)[CH:17]=3)=[CH:10][CH:9]=1)([CH3:4])([CH3:3])[CH3:2].[CH:31]1(B(O)O)[CH2:33][CH2:32]1.[F-].[K+]. The catalyst is C1COCC1.C1C=CC(/C=C/C(/C=C/C2C=CC=CC=2)=O)=CC=1.C1C=CC(/C=C/C(/C=C/C2C=CC=CC=2)=O)=CC=1.C1C=CC(/C=C/C(/C=C/C2C=CC=CC=2)=O)=CC=1.[Pd].[Pd].C(Cl)(Cl)Cl. The product is [C:1]([O:5][C:6](=[O:30])[NH:7][C:8]1[CH:13]=[CH:12][C:11]([C:14]2[N:15]([CH:26]3[CH2:29][CH2:28][CH2:27]3)[C:16]3[C:21]([C:22]=2[C:23]#[N:24])=[CH:20][CH:19]=[C:18]([CH:31]2[CH2:33][CH2:32]2)[CH:17]=3)=[CH:10][CH:9]=1)([CH3:4])([CH3:3])[CH3:2]. The yield is 0.590. (2) The yield is 0.950. The product is [CH3:17][N:15]([CH2:13][C@@H:5]1[CH2:6][C:7]2[C:12](=[CH:11][CH:10]=[CH:9][CH:8]=2)[C@@H:4]1[NH2:3])[CH3:16]. The catalyst is C1COCC1. The reactants are [AlH4-].[Li+].[NH2:3][C@H:4]1[C:12]2[C:7](=[CH:8][CH:9]=[CH:10][CH:11]=2)[CH2:6][C@H:5]1[C:13]([N:15]([CH3:17])[CH3:16])=O.